From a dataset of Forward reaction prediction with 1.9M reactions from USPTO patents (1976-2016). Predict the product of the given reaction. (1) The product is: [Cl:21][C:5]1[N:4]=[N:3][C:2]([NH:26][C:25]2[CH:27]=[CH:28][C:29]([N:31]3[CH2:32][CH2:33][P:34]([CH3:38])(=[O:37])[CH2:35][CH2:36]3)=[CH:30][C:24]=2[O:23][CH3:22])=[N:7][C:6]=1[NH:8][C:9]1[CH:14]=[CH:13][CH:12]=[CH:11][C:10]=1[S:15]([CH:18]([CH3:20])[CH3:19])(=[O:17])=[O:16]. Given the reactants Cl[C:2]1[N:3]=[N:4][C:5]([Cl:21])=[C:6]([NH:8][C:9]2[CH:14]=[CH:13][CH:12]=[CH:11][C:10]=2[S:15]([CH:18]([CH3:20])[CH3:19])(=[O:17])=[O:16])[N:7]=1.[CH3:22][O:23][C:24]1[CH:30]=[C:29]([N:31]2[CH2:36][CH2:35][P:34]([CH3:38])(=[O:37])[CH2:33][CH2:32]2)[CH:28]=[CH:27][C:25]=1[NH2:26].C12(CS(O)(=O)=O)C(C)(C)C(CC1)CC2=O, predict the reaction product. (2) Given the reactants I[C:2]1[N:10]=[CH:9][N:8]=[C:7]2[C:3]=1[N:4]=[CH:5][N:6]2[C@H:11]1[C@@H:15]2[O:16][C:17]([CH3:20])([CH3:19])[O:18][C@@H:14]2[C@@H:13]([CH2:21][NH:22][S:23]([NH2:26])(=[O:25])=[O:24])[O:12]1.[C:27]1([C:33]#[CH:34])[CH:32]=[CH:31][CH:30]=[CH:29][CH:28]=1.CCN(C(C)C)C(C)C, predict the reaction product. The product is: [CH3:19][C:17]1([CH3:20])[O:16][C@H:15]2[C@H:11]([N:6]3[CH:5]=[N:4][C:3]4[C:7]3=[N:8][CH:9]=[N:10][C:2]=4[C:34]#[C:33][C:27]3[CH:32]=[CH:31][CH:30]=[CH:29][CH:28]=3)[O:12][C@H:13]([CH2:21][NH:22][S:23]([NH2:26])(=[O:25])=[O:24])[C@H:14]2[O:18]1. (3) Given the reactants [CH2:1]([O:3][C:4]([C:6]1[C:7]([CH3:31])=[C:8]2[C:13](=[CH:14][C:15]=1[CH3:16])[N:12]=[C:11]([CH2:17][OH:18])[N:10]([C:19]1[CH:24]=[CH:23][CH:22]=[CH:21][C:20]=1[S:25](=[O:29])(=[O:28])[NH:26][CH3:27])[C:9]2=[O:30])=[O:5])[CH3:2].C(OC(C1C(C)=C2C(=CC=1C)N=[C:42]([CH2:48]OCC1C=CC=CC=1)[N:41](C1C=CC=CC=1S(=O)(=O)NC)[C:40]2=[O:68])=O)C.C(OCC)C, predict the reaction product. The product is: [CH2:1]([O:3][C:4]([C:6]1[C:7]([CH3:31])=[C:8]2[C:13](=[CH:14][C:15]=1[CH3:16])[N:12]=[C:11]([CH2:17][O:18][C:40](=[O:68])[NH:41][CH2:42][CH3:48])[N:10]([C:19]1[CH:24]=[CH:23][CH:22]=[CH:21][C:20]=1[S:25](=[O:29])(=[O:28])[NH:26][CH3:27])[C:9]2=[O:30])=[O:5])[CH3:2]. (4) The product is: [CH3:1][O:2][C:3](=[O:54])[C@@H:4]([NH:19][C:20]([C@@H:22]1[CH2:35][C:34]2[CH:33]=[C:32]3[C:27]([O:28][C@@H:29]([C:38]4[CH:39]=[CH:40][C:41]([O:44][CH2:59][C:58]5[CH:61]=[CH:62][C:63]([Cl:64])=[C:56]([Cl:55])[CH:57]=5)=[CH:42][CH:43]=4)[C:30](=[O:37])[N:31]3[CH3:36])=[CH:26][C:25]=2[CH2:24][N:23]1[C@H:45]([C:48]1[CH:49]=[CH:50][CH:51]=[CH:52][CH:53]=1)[CH2:46][CH3:47])=[O:21])[CH2:5][C:6]1[CH:11]=[CH:10][C:9]([C:12]2[CH:13]=[CH:14][C:15]([F:18])=[CH:16][CH:17]=2)=[CH:8][CH:7]=1. Given the reactants [CH3:1][O:2][C:3](=[O:54])[C@@H:4]([NH:19][C:20]([C@@H:22]1[CH2:35][C:34]2[CH:33]=[C:32]3[C:27]([O:28][C@@H:29]([C:38]4[CH:43]=[CH:42][C:41]([OH:44])=[CH:40][CH:39]=4)[C:30](=[O:37])[N:31]3[CH3:36])=[CH:26][C:25]=2[CH2:24][N:23]1[C@H:45]([C:48]1[CH:53]=[CH:52][CH:51]=[CH:50][CH:49]=1)[CH2:46][CH3:47])=[O:21])[CH2:5][C:6]1[CH:11]=[CH:10][C:9]([C:12]2[CH:17]=[CH:16][C:15]([F:18])=[CH:14][CH:13]=2)=[CH:8][CH:7]=1.[Cl:55][C:56]1[CH:57]=[C:58]([CH:61]=[CH:62][C:63]=1[Cl:64])[CH2:59]Br.C(=O)([O-])[O-].[K+].[K+].C(=O)([O-])[O-].[Na+].[Na+], predict the reaction product.